Dataset: Catalyst prediction with 721,799 reactions and 888 catalyst types from USPTO. Task: Predict which catalyst facilitates the given reaction. Reactant: Cl[C:2]1[N:3]=[CH:4][C:5]2[N:11]([CH3:12])[C:10](=[O:13])[CH:9]([CH3:14])[CH2:8][N:7]([CH:15]3[CH2:19][CH2:18][CH2:17][CH2:16]3)[C:6]=2[N:20]=1.[NH2:21][C:22]1[CH:30]=[CH:29][C:25]([C:26]([OH:28])=[O:27])=[CH:24][CH:23]=1.C(O)C. Product: [CH:15]1([N:7]2[CH2:8][CH:9]([CH3:14])[C:10](=[O:13])[N:11]([CH3:12])[C:5]3[CH:4]=[N:3][C:2]([NH:21][C:22]4[CH:30]=[CH:29][C:25]([C:26]([OH:28])=[O:27])=[CH:24][CH:23]=4)=[N:20][C:6]2=3)[CH2:19][CH2:18][CH2:17][CH2:16]1. The catalyst class is: 126.